From a dataset of Catalyst prediction with 721,799 reactions and 888 catalyst types from USPTO. Predict which catalyst facilitates the given reaction. (1) Reactant: O.[CH3:2][C:3]1[CH:4]=[C:5]([OH:10])[CH:6]=[C:7]([CH:9]=1)[OH:8].C(O)(=O)[CH:12]([CH2:14][C:15](O)=O)[OH:13].S(=O)(O)[O-].[Na+].C(=O)=O. Product: [OH:8][C:7]1[CH:6]=[C:5]2[C:4]([CH:15]=[CH:14][C:12](=[O:13])[O:10]2)=[C:3]([CH3:2])[CH:9]=1. The catalyst class is: 65. (2) Reactant: [Cl:1][C:2]1[C:10]([C:11]#[N:12])=[CH:9][CH:8]=[C:7]2[C:3]=1[CH:4]=[C:5]([CH:18]([F:20])[F:19])[N:6]2[CH:13]([CH3:17])[C:14]([OH:16])=O.[CH3:21][N:22](C(ON1N=NC2C=CC=NC1=2)=[N+](C)C)[CH3:23].F[P-](F)(F)(F)(F)F.CCN(C(C)C)C(C)C.CNC. Product: [Cl:1][C:2]1[C:10]([C:11]#[N:12])=[CH:9][CH:8]=[C:7]2[C:3]=1[CH:4]=[C:5]([CH:18]([F:20])[F:19])[N:6]2[CH:13]([CH3:17])[C:14]([N:22]([CH3:23])[CH3:21])=[O:16]. The catalyst class is: 3. (3) Reactant: [C:1]([O:5][C:6](=[O:15])[CH2:7][C:8]([CH3:14])([CH3:13])[CH2:9][C:10](O)=[O:11])([CH3:4])([CH3:3])[CH3:2].F[P-](F)(F)(F)(F)F.[N:23]1(O[P+](N2CCCC2)(N2CCCC2)N2CCCC2)C2C=CC=CC=2N=N1.ON1C2C=CC=CC=2N=N1.C(N(C(C)C)CC)(C)C.[Cl-].[NH4+]. The catalyst class is: 3. Product: [NH2:23][C:10](=[O:11])[CH2:9][C:8]([CH3:14])([CH3:13])[CH2:7][C:6]([O:5][C:1]([CH3:4])([CH3:3])[CH3:2])=[O:15]. (4) Reactant: [CH:1]([O:4][C:5]1[CH:14]=[C:13]([C:15]([F:18])([F:17])[F:16])[C:12]2[CH:11]=[C:10]3[N:19]([CH2:24][C:25]([F:28])([F:27])[F:26])[C:20](=O)[CH2:21][O:22][C:9]3=[CH:8][C:7]=2[N:6]=1)([CH3:3])[CH3:2].COC1C=CC(P2(SP(C3C=CC(OC)=CC=3)(=S)S2)=[S:38])=CC=1. Product: [CH:1]([O:4][C:5]1[CH:14]=[C:13]([C:15]([F:18])([F:17])[F:16])[C:12]2[CH:11]=[C:10]3[N:19]([CH2:24][C:25]([F:28])([F:27])[F:26])[C:20](=[S:38])[CH2:21][O:22][C:9]3=[CH:8][C:7]=2[N:6]=1)([CH3:3])[CH3:2]. The catalyst class is: 11. (5) Reactant: [C:1]1([CH2:11][N:12]2[CH2:17]C[CH2:15][C@@H:14]([NH:18][C:19]3[N:20]=[CH:21][C:22](/[CH:25]=[CH:26]/[C:27]([NH:29][O:30]C4CCCCO4)=[O:28])=[N:23][CH:24]=3)[CH2:13]2)[C:10]2[C:5](=[CH:6][CH:7]=[CH:8][CH:9]=2)[CH:4]=[CH:3][CH:2]=1.[ClH:37].CCOC(C)=O. Product: [ClH:37].[ClH:37].[OH:30][NH:29][C:27](=[O:28])/[CH:26]=[CH:25]/[C:22]1[CH:21]=[N:20][C:19]([NH:18][C@@H:14]2[CH2:15][CH2:17][N:12]([CH2:11][C:1]3[C:10]4[C:5](=[CH:6][CH:7]=[CH:8][CH:9]=4)[CH:4]=[CH:3][CH:2]=3)[CH2:13]2)=[CH:24][N:23]=1. The catalyst class is: 14. (6) Reactant: C(OC([N:8]([CH2:35][C:36]1[CH:45]=[CH:44][C:39]2[O:40][CH2:41][CH2:42][O:43][C:38]=2[CH:37]=1)[CH:9]1[CH2:14][CH2:13][N:12]([CH2:15][CH2:16][N:17]2[C:26]3[C:21](=[C:22]([O:27][CH2:28][C:29]([O:31][CH2:32][CH3:33])=[O:30])[CH:23]=[CH:24][CH:25]=3)[CH:20]=[CH:19][C:18]2=[O:34])[CH2:11][CH2:10]1)=O)(C)(C)C.FC(F)(F)C(O)=O. Product: [O:40]1[C:39]2[CH:44]=[CH:45][C:36]([CH2:35][NH:8][CH:9]3[CH2:10][CH2:11][N:12]([CH2:15][CH2:16][N:17]4[C:26]5[C:21](=[C:22]([O:27][CH2:28][C:29]([O:31][CH2:32][CH3:33])=[O:30])[CH:23]=[CH:24][CH:25]=5)[CH:20]=[CH:19][C:18]4=[O:34])[CH2:13][CH2:14]3)=[CH:37][C:38]=2[O:43][CH2:42][CH2:41]1. The catalyst class is: 22. (7) Reactant: [H-].[Na+].Cl[CH2:4][CH2:5][S:6](Cl)(=[O:8])=[O:7].[F:10][C:11]1[CH:30]=[CH:29][C:14]([O:15][C:16]2[CH:21]=[CH:20][C:19]([C:22]3[C:23]([NH2:28])=[N:24][CH:25]=[CH:26][CH:27]=3)=[CH:18][CH:17]=2)=[C:13]([CH3:31])[CH:12]=1. Product: [F:10][C:11]1[CH:30]=[CH:29][C:14]([O:15][C:16]2[CH:17]=[CH:18][C:19]([C:22]3[C:23]4=[N:28][S:6](=[O:8])(=[O:7])[CH2:5][CH2:4][N:24]4[CH:25]=[CH:26][CH:27]=3)=[CH:20][CH:21]=2)=[C:13]([CH3:31])[CH:12]=1. The catalyst class is: 1.